This data is from Forward reaction prediction with 1.9M reactions from USPTO patents (1976-2016). The task is: Predict the product of the given reaction. (1) Given the reactants [F:1][C:2]1[CH:7]=[CH:6][CH:5]=[CH:4][C:3]=1[NH:8][C:9](=[O:13])[CH:10]=NO.S(=O)(=O)(O)[OH:15], predict the reaction product. The product is: [F:1][C:2]1[CH:7]=[CH:6][CH:5]=[C:4]2[C:3]=1[NH:8][C:9](=[O:13])[C:10]2=[O:15]. (2) Given the reactants [NH2:1][C:2]1[CH:3]=[N:4][CH:5]=[CH:6][CH:7]=1.Cl.Cl[CH2:10][CH2:11][NH:12][CH2:13][CH2:14]Cl, predict the reaction product. The product is: [N:4]1[CH:5]=[CH:6][CH:7]=[C:2]([N:1]2[CH2:14][CH2:13][NH:12][CH2:11][CH2:10]2)[CH:3]=1. (3) Given the reactants [CH3:1][O:2][C:3]1[CH:12]=[C:11]2[C:6]([CH2:7][CH2:8][CH2:9][C:10]2=[N:13]O)=[CH:5][CH:4]=1.[O:15]=P12OP3(OP(OP(O3)(O1)=O)(=O)O2)=O, predict the reaction product. The product is: [CH3:1][O:2][C:3]1[CH:12]=[CH:11][C:6]2[CH2:7][CH2:8][CH2:9][C:10](=[O:15])[NH:13][C:5]=2[CH:4]=1. (4) Given the reactants [Cl:1][C:2]1[CH:25]=[CH:24][C:5]([CH2:6][N:7]2[C:11]([CH3:12])=[C:10]([C:13]3[CH:18]=[CH:17][C:16]([C:19]#[N:20])=[CH:15][CH:14]=3)[C:9]([C:21]#[N:22])=[C:8]2[CH3:23])=[CH:4][C:3]=1[CH2:26][OH:27].[C:28]([O:32][C:33](=[O:39])[CH2:34][CH2:35][C:36](O)=[O:37])([CH3:31])([CH3:30])[CH3:29].CCN=C=NCCCN(C)C, predict the reaction product. The product is: [C:36]([O:27][CH2:26][C:3]1[CH:4]=[C:5]([CH2:6][N:7]2[C:11]([CH3:12])=[C:10]([C:13]3[CH:14]=[CH:15][C:16]([C:19]#[N:20])=[CH:17][CH:18]=3)[C:9]([C:21]#[N:22])=[C:8]2[CH3:23])[CH:24]=[CH:25][C:2]=1[Cl:1])(=[O:37])[CH2:35][CH2:34][C:33]([O:32][C:28]([CH3:30])([CH3:29])[CH3:31])=[O:39].